This data is from Catalyst prediction with 721,799 reactions and 888 catalyst types from USPTO. The task is: Predict which catalyst facilitates the given reaction. (1) Reactant: S1C=CN=C1C1SC=CN=1.ClC1C=CC(OC)=C(NC2S[CH:21]=[C:22]([C:24]3[S:28][C:27]([NH:29]C(=O)C4C=CC=CC=4)=[N:26][C:25]=3[CH3:38])N=2)C=1.ClC(C(=O)C)C(=[O:45])C.NC(N)=S. Product: [C:22]([C:24]1[S:28][C:27]([NH2:29])=[N:26][C:25]=1[CH3:38])(=[O:45])[CH3:21]. The catalyst class is: 8. (2) Reactant: [C:1](#[N:3])[CH3:2].[Li]CCCC.CO[C:11]([C:13]1([CH3:26])[CH2:18][CH2:17][N:16]([C:19]([O:21][C:22]([CH3:25])([CH3:24])[CH3:23])=[O:20])[CH2:15][CH2:14]1)=[O:12].Cl. Product: [C:22]([O:21][C:19]([N:16]1[CH2:15][CH2:14][C:13]([C:11](=[O:12])[CH2:2][C:1]#[N:3])([CH3:26])[CH2:18][CH2:17]1)=[O:20])([CH3:23])([CH3:24])[CH3:25]. The catalyst class is: 1.